From a dataset of Forward reaction prediction with 1.9M reactions from USPTO patents (1976-2016). Predict the product of the given reaction. (1) The product is: [C:16]([Si:13]([CH3:15])([CH3:14])[O:12][CH2:11][CH2:10][N:6]1[CH:7]=[C:2]([I:1])[CH:3]=[CH:4][C:5]1=[O:8])([CH3:19])([CH3:18])[CH3:17]. Given the reactants [I:1][C:2]1[CH:3]=[CH:4][C:5](=[O:8])[NH:6][CH:7]=1.Br[CH2:10][CH2:11][O:12][Si:13]([C:16]([CH3:19])([CH3:18])[CH3:17])([CH3:15])[CH3:14], predict the reaction product. (2) Given the reactants [CH3:1][O:2][C:3]1[CH:8]=[CH:7][CH:6]=[CH:5][C:4]=1Cl.P, predict the reaction product. The product is: [CH3:1][O:2][C:3]1[CH:8]=[CH:7][CH:6]=[CH:5][C:4]=1[CH2:4][C:3](=[O:2])[CH3:8].